From a dataset of Forward reaction prediction with 1.9M reactions from USPTO patents (1976-2016). Predict the product of the given reaction. (1) Given the reactants [CH2-:1][CH2:2][CH2:3][CH2:4][CH2-:5].[Mg+2].[Mg+2].[Br-:8].[Br-].[CH3:10][Si:11]([CH3:14])([CH3:13])Cl.Br[C:16]([CH2:18]Br)=[CH2:17], predict the reaction product. The product is: [Br:8][C:2]([CH2:3][CH2:4][CH2:5][CH2:17][CH2:16][CH2:18][Si:11]([CH3:14])([CH3:13])[CH3:10])=[CH2:1]. (2) Given the reactants [F:1][C:2]([F:11])([F:10])[C:3]1[CH:8]=[CH:7][C:6]([OH:9])=[CH:5][CH:4]=1.C(=O)([O-])[O-].[K+].[K+].Br[CH:19]1[CH2:24][CH2:23][CH2:22][CH:21]=[CH:20]1, predict the reaction product. The product is: [CH:24]1([O:9][C:6]2[CH:5]=[CH:4][C:3]([C:2]([F:10])([F:11])[F:1])=[CH:8][CH:7]=2)[CH2:23][CH2:22][CH2:21][CH:20]=[CH:19]1. (3) Given the reactants [OH:1][C:2]1[C:3]2[N:4]([C:15]([CH3:19])=[C:16]([CH3:18])[N:17]=2)[CH:5]=[C:6]([N:8]2[CH:13]=[CH:12][CH:11]=[CH:10][C:9]2=[O:14])[CH:7]=1.C1(OC2C3N(C(C)=C(C)N=3)C=C(N3C=CC=CC3=O)C=2)C2C(=CC=CC=2)CC1.Br[CH:49]1[C:58]2[C:53](=[CH:54][CH:55]=[CH:56][CH:57]=2)[CH2:52][CH2:51][CH2:50]1, predict the reaction product. The product is: [CH3:18][C:16]1[N:17]=[C:3]2[C:2]([O:1][CH:57]3[C:58]4[C:53](=[CH:52][CH:51]=[CH:50][CH:49]=4)[CH2:54][CH2:55][CH2:56]3)=[CH:7][C:6]([N:8]3[CH:13]=[CH:12][CH:11]=[CH:10][C:9]3=[O:14])=[CH:5][N:4]2[C:15]=1[CH3:19]. (4) Given the reactants [CH2:1]([NH:4][S:5]([CH2:8][CH2:9][CH3:10])(=[O:7])=[O:6])[CH:2]=[CH2:3].C12BC(CCC1)CCC2.FC(F)(F)S(O[C:26]1[CH:35]=[CH:34][C:33]2[CH2:32][CH2:31][C@@H:30]([N:36]3[CH2:40][CH2:39][CH2:38][CH2:37]3)[C@@H:29]([CH2:41][C:42]3[CH:47]=[CH:46][CH:45]=[C:44]([Cl:48])[CH:43]=3)[C:28]=2[CH:27]=1)(=O)=O.[OH-].[Na+], predict the reaction product. The product is: [ClH:48].[Cl:48][C:44]1[CH:43]=[C:42]([CH:47]=[CH:46][CH:45]=1)[CH2:41][CH:29]1[C:28]2[CH:27]=[C:26]([CH2:3][CH2:2][CH2:1][NH:4][S:5]([CH2:8][CH2:9][CH3:10])(=[O:7])=[O:6])[CH:35]=[CH:34][C:33]=2[CH2:32][CH2:31][CH:30]1[N:36]1[CH2:40][CH2:39][CH2:38][CH2:37]1. (5) Given the reactants [CH3:1][N:2]([CH3:35])[C:3]([C:5]1[CH:10]=[CH:9][C:8]([N:11]2[C:20]3[C:15](=[N:16][CH:17]=[C:18]([CH2:21][C:22]4[CH:27]=[CH:26][C:25]([F:28])=[CH:24][CH:23]=4)[CH:19]=3)[C:14]([OH:29])=[C:13]([C:30](OC)=[O:31])[C:12]2=[O:34])=[CH:7][CH:6]=1)=[O:4].[NH2:36][CH2:37][CH2:38][NH:39][C:40](=[O:42])[CH3:41], predict the reaction product. The product is: [C:40]([NH:39][CH2:38][CH2:37][NH:36][C:30]([C:13]1[C:12](=[O:34])[N:11]([C:8]2[CH:9]=[CH:10][C:5]([C:3]([N:2]([CH3:35])[CH3:1])=[O:4])=[CH:6][CH:7]=2)[C:20]2[C:15]([C:14]=1[OH:29])=[N:16][CH:17]=[C:18]([CH2:21][C:22]1[CH:27]=[CH:26][C:25]([F:28])=[CH:24][CH:23]=1)[CH:19]=2)=[O:31])(=[O:42])[CH3:41]. (6) The product is: [Cl:1][C:2]1[CH:7]=[N:6][C:5]([N:8]2[CH2:11][CH:10]([O:12][C:13]3[CH:18]=[CH:17][CH:16]=[C:15]([N:19]4[CH2:24][CH2:23][NH:22][CH2:21][CH2:20]4)[CH:14]=3)[CH2:9]2)=[C:4]([CH:3]=1)[C:32]([NH:33][C:34]1([C:37]2[CH:42]=[CH:41][C:40]([C:43]([O:45][CH3:46])=[O:44])=[CH:39][CH:38]=2)[CH2:36][CH2:35]1)=[O:47]. Given the reactants [Cl:1][C:2]1[CH:3]=[C:4]([C:32](=[O:47])[NH:33][C:34]2([C:37]3[CH:42]=[CH:41][C:40]([C:43]([O:45][CH3:46])=[O:44])=[CH:39][CH:38]=3)[CH2:36][CH2:35]2)[C:5]([N:8]2[CH2:11][CH:10]([O:12][C:13]3[CH:14]=[C:15]([N:19]4[CH2:24][CH2:23][N:22](C(OC(C)(C)C)=O)[CH2:21][CH2:20]4)[CH:16]=[CH:17][CH:18]=3)[CH2:9]2)=[N:6][CH:7]=1.FC(F)(F)C(O)=O.ClCCl, predict the reaction product. (7) Given the reactants [NH2:1][C:2]1[CH:7]=[CH:6][C:5]([C:8]2[CH:9]=[C:10]3[C:14](=[CH:15][CH:16]=2)[C:13](=[O:17])[N:12]([C@@H:18]([CH:23]([CH3:25])[CH3:24])[C:19]([O:21][CH3:22])=[O:20])[CH2:11]3)=[CH:4][CH:3]=1.[CH:26]1([S:32](Cl)(=[O:34])=[O:33])[CH2:31][CH2:30][CH2:29][CH2:28][CH2:27]1, predict the reaction product. The product is: [CH:26]1([S:32]([NH:1][C:2]2[CH:7]=[CH:6][C:5]([C:8]3[CH:9]=[C:10]4[C:14](=[CH:15][CH:16]=3)[C:13](=[O:17])[N:12]([C@@H:18]([CH:23]([CH3:25])[CH3:24])[C:19]([O:21][CH3:22])=[O:20])[CH2:11]4)=[CH:4][CH:3]=2)(=[O:34])=[O:33])[CH2:31][CH2:30][CH2:29][CH2:28][CH2:27]1. (8) Given the reactants [C:1]([O:4][C:5]1[CH:10]=[CH:9][CH:8]=[CH:7][C:6]=1[C:11](=[O:23])[NH:12][C:13]1[CH:18]=[CH:17][CH:16]=[C:15](C(F)(F)F)[CH:14]=1)(=[O:3])[CH3:2].Cl.[CH3:25][S:26](C1C=C(C=CC=1)N)(=[O:28])=[O:27].CCN(C(C)C)C(C)C, predict the reaction product. The product is: [C:1]([O:4][C:5]1[CH:10]=[CH:9][CH:8]=[CH:7][C:6]=1[C:11](=[O:23])[NH:12][C:13]1[CH:18]=[CH:17][CH:16]=[C:15]([S:26]([CH3:25])(=[O:28])=[O:27])[CH:14]=1)(=[O:3])[CH3:2]. (9) Given the reactants [C:1]([N:20]1CCCC(=O)[CH2:21]1)([C:14]1[CH:19]=[CH:18][CH:17]=[CH:16][CH:15]=1)([C:8]1[CH:13]=[CH:12][CH:11]=[CH:10][CH:9]=1)[C:2]1[CH:7]=[CH:6][CH:5]=[CH:4][CH:3]=1.S([O-])([O-])(=O)=O.[Mg+2].[NH:33]1[CH2:37][CH2:36][CH2:35][CH2:34]1.C(O[CH:41]=[C:42]([C:48](=O)[C:49]([F:52])([F:51])[F:50])[C:43]([O:45][CH2:46][CH3:47])=[O:44])C.C([O-])(=O)C.[NH4+], predict the reaction product. The product is: [F:50][C:49]([F:51])([F:52])[C:48]1[C:42]([C:43]([O:45][CH2:46][CH3:47])=[O:44])=[CH:41][C:36]2[CH2:35][CH2:34][N:20]([C:1]([C:8]3[CH:13]=[CH:12][CH:11]=[CH:10][CH:9]=3)([C:14]3[CH:15]=[CH:16][CH:17]=[CH:18][CH:19]=3)[C:2]3[CH:3]=[CH:4][CH:5]=[CH:6][CH:7]=3)[CH2:21][C:37]=2[N:33]=1.